Dataset: Peptide-MHC class I binding affinity with 185,985 pairs from IEDB/IMGT. Task: Regression. Given a peptide amino acid sequence and an MHC pseudo amino acid sequence, predict their binding affinity value. This is MHC class I binding data. (1) The peptide sequence is WLAGFEPSE. The MHC is HLA-A23:01 with pseudo-sequence HLA-A23:01. The binding affinity (normalized) is 0.0847. (2) The peptide sequence is SNVKELVFK. The MHC is Mamu-B8301 with pseudo-sequence Mamu-B8301. The binding affinity (normalized) is 1.00. (3) The peptide sequence is KEVNARIEPF. The MHC is HLA-B44:03 with pseudo-sequence HLA-B44:03. The binding affinity (normalized) is 0.335. (4) The peptide sequence is IEADIEHFL. The MHC is HLA-B44:02 with pseudo-sequence HLA-B44:02. The binding affinity (normalized) is 0.173. (5) The peptide sequence is SRWRIRSGL. The MHC is HLA-B35:01 with pseudo-sequence HLA-B35:01. The binding affinity (normalized) is 0.0847. (6) The peptide sequence is KARSTPFNM. The MHC is HLA-B58:01 with pseudo-sequence HLA-B58:01. The binding affinity (normalized) is 0.513. (7) The peptide sequence is QEYADVFHL. The MHC is HLA-B44:02 with pseudo-sequence HLA-B44:02. The binding affinity (normalized) is 0.503. (8) The peptide sequence is DLDKVYEIL. The MHC is HLA-A02:02 with pseudo-sequence HLA-A02:02. The binding affinity (normalized) is 0.0866. (9) The peptide sequence is EEMATKADY. The MHC is HLA-B07:02 with pseudo-sequence HLA-B07:02. The binding affinity (normalized) is 0.0847.